Dataset: Full USPTO retrosynthesis dataset with 1.9M reactions from patents (1976-2016). Task: Predict the reactants needed to synthesize the given product. Given the product [CH:62]1([C:60]2[N:61]=[C:57]([NH:56][C:54]([C:52]3[CH:51]=[CH:50][N:44]4[C:45](=[O:49])[C:46](/[CH:24]=[CH:25]/[C:26]([O:28][C:52]([CH3:54])([CH3:53])[CH3:51])=[O:27])=[C:41]([N:37]5[CH2:38][CH2:39][CH2:40][CH:35]([O:34][CH:32]=[O:33])[CH2:36]5)[N:42]=[C:43]4[CH:53]=3)=[O:55])[S:58][CH:59]=2)[CH2:63][CH2:64][CH2:65]1, predict the reactants needed to synthesize it. The reactants are: C(C1C=C(CCC2C=CN3C(=O)C(/[CH:24]=[CH:25]/[C:26]([OH:28])=[O:27])=C(N4CCOCC4)N=C3C=2)SC=1)C.[CH:32]([O:34][CH:35]1[CH2:40][CH2:39][CH2:38][N:37]([C:41]2[N:42]=[C:43]3[CH:53]=[C:52]([C:54]([NH:56][C:57]4[S:58][CH:59]=[C:60]([CH:62]5[CH2:65][CH2:64][CH2:63]5)[N:61]=4)=[O:55])[CH:51]=[CH:50][N:44]3[C:45](=[O:49])[C:46]=2C=O)[CH2:36]1)=[O:33].